Dataset: NCI-60 drug combinations with 297,098 pairs across 59 cell lines. Task: Regression. Given two drug SMILES strings and cell line genomic features, predict the synergy score measuring deviation from expected non-interaction effect. Drug 1: C1=C(C(=O)NC(=O)N1)F. Drug 2: CC1=C2C(C(=O)C3(C(CC4C(C3C(C(C2(C)C)(CC1OC(=O)C(C(C5=CC=CC=C5)NC(=O)OC(C)(C)C)O)O)OC(=O)C6=CC=CC=C6)(CO4)OC(=O)C)O)C)O. Cell line: K-562. Synergy scores: CSS=55.3, Synergy_ZIP=-8.15, Synergy_Bliss=-13.4, Synergy_Loewe=-15.3, Synergy_HSA=-11.5.